From a dataset of Full USPTO retrosynthesis dataset with 1.9M reactions from patents (1976-2016). Predict the reactants needed to synthesize the given product. (1) Given the product [N+:15]([C:18]1[CH:19]=[C:20]([CH:23]=[CH:24][CH:25]=1)[CH2:21][O:1][C:2]1[CH:3]=[C:4]2[C:8](=[CH:9][CH:10]=1)[N:7]([CH3:11])[C:6]([NH2:12])=[C:5]2[C:13]#[N:14])([O-:17])=[O:16], predict the reactants needed to synthesize it. The reactants are: [OH:1][C:2]1[CH:3]=[C:4]2[C:8](=[CH:9][CH:10]=1)[N:7]([CH3:11])[C:6]([NH2:12])=[C:5]2[C:13]#[N:14].[N+:15]([C:18]1[CH:19]=[C:20]([CH:23]=[CH:24][CH:25]=1)[CH2:21]Br)([O-:17])=[O:16].C([O-])([O-])=O.[Cs+].[Cs+].O. (2) The reactants are: [CH3:1][S:2][C:3]1[CH:4]=[C:5]([SH:9])[CH:6]=[CH:7][CH:8]=1.F[C:11]1[CH:18]=[CH:17][C:14]([CH:15]=[O:16])=[CH:13][CH:12]=1.[S:19](S([O-])=O)([O-:22])(=[O:21])=[O:20].[Na+:26].[Na+]. Given the product [OH:16][CH:15]([C:14]1[CH:17]=[CH:18][C:11]([S:9][C:5]2[CH:6]=[CH:7][CH:8]=[C:3]([S:2][CH3:1])[CH:4]=2)=[CH:12][CH:13]=1)[S:19]([O-:22])(=[O:21])=[O:20].[Na+:26], predict the reactants needed to synthesize it.